This data is from Reaction yield outcomes from USPTO patents with 853,638 reactions. The task is: Predict the reaction yield, written as a fraction of the theoretical maximum amount of product (1.0 means a 100% yield; for example, 0.34 means a 34% yield). (1) The catalyst is CN(C)C1C=CN=CC=1.ClCCCl. The yield is 0.448. The product is [CH3:1][N:2]([N:3]1[CH:7]=[C:6]([C:8]2[CH:9]=[N:10][CH:11]=[CH:12][CH:13]=2)[N:5]=[C:4]1[CH3:14])[C:19](=[O:20])[CH2:18][CH:17]([S:16][CH3:15])[CH3:22]. The reactants are [CH3:1][NH:2][N:3]1[CH:7]=[C:6]([C:8]2[CH:9]=[N:10][CH:11]=[CH:12][CH:13]=2)[N:5]=[C:4]1[CH3:14].[CH3:15][S:16][CH:17]([CH3:22])[CH2:18][C:19](Cl)=[O:20].C([O-])([O-])=O.[K+].[K+]. (2) The reactants are [CH3:1][C:2]([CH3:7])([CH3:6])[C:3]([NH2:5])=[O:4].C([O-])([O-])=O.[Cs+].[Cs+].Cl[C:15]1[CH:20]=[CH:19][CH:18]=[C:17]([O:21][CH3:22])[N:16]=1. The catalyst is C1C=CC(/C=C/C(/C=C/C2C=CC=CC=2)=O)=CC=1.C1C=CC(/C=C/C(/C=C/C2C=CC=CC=2)=O)=CC=1.C1C=CC(/C=C/C(/C=C/C2C=CC=CC=2)=O)=CC=1.[Pd].[Pd].CC1(C)C2C(=C(P(C3C=CC=CC=3)C3C=CC=CC=3)C=CC=2)OC2C(P(C3C=CC=CC=3)C3C=CC=CC=3)=CC=CC1=2.CO.C(Cl)Cl. The product is [CH3:1][C:2]([CH3:7])([CH3:6])[C:3]([NH:5][C:15]1[CH:20]=[CH:19][CH:18]=[C:17]([O:21][CH3:22])[N:16]=1)=[O:4]. The yield is 0.750. (3) The reactants are C(OC(=O)[NH:7][C@H:8]([CH2:30][C:31]1[CH:36]=[C:35]([F:37])[C:34]([F:38])=[CH:33][C:32]=1[F:39])[CH2:9][C:10]([N:12]1[CH2:17][CH2:16][N:15]2[C:18]([C:26]([F:29])([F:28])[F:27])=[N:19][C:20]([C:21](=[O:25])[NH:22][CH2:23][CH3:24])=[C:14]2[CH2:13]1)=[O:11])(C)(C)C.FC(F)(F)C(O)=O. The catalyst is ClCCl. The product is [CH2:23]([NH:22][C:21]([C:20]1[N:19]=[C:18]([C:26]([F:28])([F:29])[F:27])[N:15]2[CH2:16][CH2:17][N:12]([C:10](=[O:11])[CH2:9][C@H:8]([NH2:7])[CH2:30][C:31]3[CH:36]=[C:35]([F:37])[C:34]([F:38])=[CH:33][C:32]=3[F:39])[CH2:13][C:14]=12)=[O:25])[CH3:24]. The yield is 0.764. (4) The reactants are [Br:1][C:2]1[CH:7]=[CH:6][C:5]([CH2:8][CH2:9][OH:10])=[CH:4][CH:3]=1.CCN(C(C)C)C(C)C.[CH3:20][S:21](Cl)(=[O:23])=[O:22]. The catalyst is C(Cl)Cl. The product is [CH3:20][S:21]([O:10][CH2:9][CH2:8][C:5]1[CH:6]=[CH:7][C:2]([Br:1])=[CH:3][CH:4]=1)(=[O:23])=[O:22]. The yield is 1.00. (5) The reactants are [C:1]([C:3]1[CH:4]=[C:5]([CH:10]=[CH:11][C:12]=1[O:13][CH:14]([CH3:16])[CH3:15])[C:6]([O:8][CH3:9])=[O:7])#[N:2].[OH-].[Na+].FC(F)(F)C(OC1[C:29]([F:30])=[C:28]([F:31])[C:27]([F:32])=[C:26]([F:33])[C:25]=1[F:34])=O.C(N(CC)CC)C. The catalyst is CO.O. The product is [C:1]([C:3]1[CH:4]=[C:5]([CH:10]=[CH:11][C:12]=1[O:13][CH:14]([CH3:16])[CH3:15])[C:6]([O:8][C:9]1[C:29]([F:30])=[C:28]([F:31])[C:27]([F:32])=[C:26]([F:33])[C:25]=1[F:34])=[O:7])#[N:2]. The yield is 0.835.